Dataset: Reaction yield outcomes from USPTO patents with 853,638 reactions. Task: Predict the reaction yield, written as a fraction of the theoretical maximum amount of product (1.0 means a 100% yield; for example, 0.34 means a 34% yield). (1) The reactants are [Cl:1][CH2:2][CH2:3][CH2:4][N:5]1[CH2:11][CH2:10][C:9](=O)[C:8]2[N:13]([CH3:16])[CH:14]=[CH:15][C:7]=2[S:6]1(=[O:18])=[O:17].Cl.[NH2:20][OH:21].C([O-])(=O)C.[Na+]. The catalyst is CO. The product is [Cl:1][CH2:2][CH2:3][CH2:4][N:5]1[CH2:11][CH2:10][C:9](=[N:20][OH:21])[C:8]2[N:13]([CH3:16])[CH:14]=[CH:15][C:7]=2[S:6]1(=[O:18])=[O:17]. The yield is 0.800. (2) The reactants are [NH2:1][C:2]1[C:3]([CH3:11])=[C:4]([CH:8]=[CH:9][CH:10]=1)[C:5]([OH:7])=[O:6].[C:12]([N:19]1[CH2:26][CH2:25][CH2:24][C@H:20]1[C:21](O)=[O:22])([O:14][C:15]([CH3:18])([CH3:17])[CH3:16])=[O:13]. The catalyst is ClCCl. The product is [C:15]([O:14][C:12]([N:19]1[CH2:26][CH2:25][CH2:24][C@H:20]1[C:21]([NH:1][C:2]1[C:3]([CH3:11])=[C:4]([CH:8]=[CH:9][CH:10]=1)[C:5]([OH:7])=[O:6])=[O:22])=[O:13])([CH3:18])([CH3:17])[CH3:16]. The yield is 0.450. (3) The reactants are Cl.Cl.[NH2:3][CH2:4][C@@:5]1([OH:13])[CH:10]2[CH2:11][CH2:12][N:7]([CH2:8][CH2:9]2)[CH2:6]1.C([O-])([O-])=O.[Cs+].[Cs+].[Br:20][C:21]1[CH:30]=[C:29]2[C:24]([CH:25]=[C:26]([N:31]=[C:32]=S)[N:27]=[CH:28]2)=[CH:23][CH:22]=1.C(N=C=NC(C)C)(C)C. The catalyst is CN(C)C=O. The product is [Br:20][C:21]1[CH:30]=[C:29]2[C:24]([CH:25]=[C:26]([NH:31][C:32]3[O:13][C@:5]4([CH2:4][N:3]=3)[CH:10]3[CH2:9][CH2:8][N:7]([CH2:12][CH2:11]3)[CH2:6]4)[N:27]=[CH:28]2)=[CH:23][CH:22]=1. The yield is 0.170. (4) The reactants are [C:1]1([SH:7])[CH:6]=[CH:5][CH:4]=[CH:3][CH:2]=1.[CH2:8]([O:15][C:16]([NH:18][C@@H:19]([CH2:25]O)[CH2:20][C:21]([O:23][CH3:24])=[O:22])=[O:17])[C:9]1[CH:14]=[CH:13][CH:12]=[CH:11][CH:10]=1.C(P(CCCC)CCCC)CCC.N(/C(N1CCCCC1)=O)=N\C(N1CCCCC1)=O. The catalyst is C1COCC1. The product is [CH2:8]([O:15][C:16]([NH:18][C@@H:19]([CH2:25][S:7][C:1]1[CH:6]=[CH:5][CH:4]=[CH:3][CH:2]=1)[CH2:20][C:21]([O:23][CH3:24])=[O:22])=[O:17])[C:9]1[CH:10]=[CH:11][CH:12]=[CH:13][CH:14]=1. The yield is 0.700.